Dataset: Reaction yield outcomes from USPTO patents with 853,638 reactions. Task: Predict the reaction yield, written as a fraction of the theoretical maximum amount of product (1.0 means a 100% yield; for example, 0.34 means a 34% yield). The reactants are [Li+].CC([N-]C(C)C)C.[CH2:9]1[CH2:13][O:12][CH2:11][CH2:10]1.[Se:14]1[CH:18]=[CH:17][CH:16]=[C:15]1[C:19]1[Se:20][C:21]([C:24]2[Se:25]C=CC=2)=[CH:22][CH:23]=1.CN(C=O)C. The catalyst is C(OCC)(=O)C. The product is [CH:11]([C:10]1[Se:25][C:24]([C:21]2[Se:20][C:19]([C:15]3[Se:14][CH:18]=[CH:17][CH:16]=3)=[CH:23][CH:22]=2)=[CH:13][CH:9]=1)=[O:12]. The yield is 0.750.